Dataset: Forward reaction prediction with 1.9M reactions from USPTO patents (1976-2016). Task: Predict the product of the given reaction. (1) Given the reactants [CH3:1][N:2]([CH3:32])[C:3]1([C:26]2[CH:31]=[CH:30][CH:29]=[CH:28][CH:27]=2)[CH2:8][CH2:7][CH:6]([CH2:9][C:10]([NH:12][CH2:13][CH2:14][CH2:15][CH2:16][C:17]2[C:25]3[C:20](=[CH:21][CH:22]=[CH:23][CH:24]=3)[NH:19][CH:18]=2)=[O:11])[CH2:5][CH2:4]1.[Cl:33][Si](C)(C)C, predict the reaction product. The product is: [ClH:33].[CH3:32][N:2]([CH3:1])[C:3]1([C:26]2[CH:27]=[CH:28][CH:29]=[CH:30][CH:31]=2)[CH2:4][CH2:5][CH:6]([CH2:9][C:10]([NH:12][CH2:13][CH2:14][CH2:15][CH2:16][C:17]2[C:25]3[C:20](=[CH:21][CH:22]=[CH:23][CH:24]=3)[NH:19][CH:18]=2)=[O:11])[CH2:7][CH2:8]1. (2) Given the reactants [C:1]12([CH2:13][CH:12]3[CH2:14][CH:9]1[CH2:10][CH2:11]3)[CH2:3][CH:2]2[C:4]([O:6]CC)=[O:5].C1(C(OCC)=O)C2(CCCCC2)C1, predict the reaction product. The product is: [C:1]12([CH2:13][CH:12]3[CH2:14][CH:9]1[CH2:10][CH2:11]3)[CH2:3][CH:2]2[C:4]([OH:6])=[O:5]. (3) Given the reactants [CH3:1][O:2][C:3]([NH:5][C@@H:6]([CH:52]([CH3:54])[CH3:53])[C:7]([N:9]1[CH2:13][CH2:12][CH2:11][C@H:10]1[C:14]1[NH:18][C:17]2[C:19]3[C:24]([CH:25]=[CH:26][C:16]=2[N:15]=1)=[CH:23][C:22]([C:27]1[CH:32]=[CH:31][C:30]([C:33]2[NH:37][C:36]([C@@H:38]4[C@@H:43]5[CH2:44][C@@H:40]([CH2:41][CH2:42]5)[N:39]4C(OC(C)(C)C)=O)=[N:35][CH:34]=2)=[CH:29][CH:28]=1)=[CH:21][CH:20]=3)=[O:8])=[O:4].Cl.[CH3:56][O:57][C@H:58]([CH3:68])[C@H:59]([NH:63][C:64]([O:66][CH3:67])=[O:65])[C:60]([OH:62])=O.CCOC(C(C#N)=NOC(N1CCOCC1)=[N+](C)C)=O.F[P-](F)(F)(F)(F)F.CCN(C(C)C)C(C)C, predict the reaction product. The product is: [CH3:67][O:66][C:64]([NH:63][C@@H:59]([C@H:58]([O:57][CH3:56])[CH3:68])[C:60]([N:39]1[C@H:38]([C:36]2[NH:37][C:33]([C:30]3[CH:31]=[CH:32][C:27]([C:22]4[CH:23]=[C:24]5[C:19](=[CH:20][CH:21]=4)[C:17]4[NH:18][C:14]([C@@H:10]6[CH2:11][CH2:12][CH2:13][N:9]6[C:7](=[O:8])[C@@H:6]([NH:5][C:3](=[O:4])[O:2][CH3:1])[CH:52]([CH3:53])[CH3:54])=[N:15][C:16]=4[CH:26]=[CH:25]5)=[CH:28][CH:29]=3)=[CH:34][N:35]=2)[C@@H:43]2[CH2:44][C@H:40]1[CH2:41][CH2:42]2)=[O:62])=[O:65]. (4) Given the reactants [F:1][C:2]1[CH:3]=[C:4]([C:12]([C:14]2[CH:19]=[CH:18][C:17]([F:20])=[CH:16][N:15]=2)=O)[CH:5]=[C:6]([C:8]([F:11])([F:10])[F:9])[CH:7]=1.CC1C=CC(S([CH2:31][N+:32]#[C-])(=O)=O)=CC=1.CC(C)([O-])C.[K+], predict the reaction product. The product is: [F:1][C:2]1[CH:3]=[C:4]([CH:12]([C:14]2[CH:19]=[CH:18][C:17]([F:20])=[CH:16][N:15]=2)[C:31]#[N:32])[CH:5]=[C:6]([C:8]([F:11])([F:10])[F:9])[CH:7]=1. (5) Given the reactants [CH2:1]([N:8]1[CH2:13][CH2:12][C:11]([NH:17][C:18]2[CH:23]=[CH:22][CH:21]=[CH:20][CH:19]=2)([C:14](N)=O)[CH2:10][CH2:9]1)[C:2]1[CH:7]=[CH:6][CH:5]=[CH:4][CH:3]=1.[OH-:24].[K+].Cl.[OH-:27].[Na+:28], predict the reaction product. The product is: [CH2:1]([N:8]1[CH2:9][CH2:10][C:11]([NH:17][C:18]2[CH:23]=[CH:22][CH:21]=[CH:20][CH:19]=2)([C:14]([O-:27])=[O:24])[CH2:12][CH2:13]1)[C:2]1[CH:3]=[CH:4][CH:5]=[CH:6][CH:7]=1.[Na+:28]. (6) Given the reactants [NH2:1][C:2](=[O:17])[C@@H:3]([OH:16])[CH2:4][NH:5][C:6]1[N:11]=[C:10](Cl)[N:9]=[C:8]([C:13]([NH2:15])=[O:14])[CH:7]=1.[F:18][C:19]1[CH:40]=[CH:39][C:22]([O:23][C:24]2[CH:29]=[CH:28][C:27](B3OC(C)(C)C(C)(C)O3)=[CH:26][CH:25]=2)=[CH:21][CH:20]=1.C([O-])([O-])=O.[Na+].[Na+], predict the reaction product. The product is: [NH2:1][C:2](=[O:17])[C@@H:3]([OH:16])[CH2:4][NH:5][C:6]1[N:11]=[C:10]([C:27]2[CH:26]=[CH:25][C:24]([O:23][C:22]3[CH:21]=[CH:20][C:19]([F:18])=[CH:40][CH:39]=3)=[CH:29][CH:28]=2)[N:9]=[C:8]([C:13]([NH2:15])=[O:14])[CH:7]=1.